From a dataset of Forward reaction prediction with 1.9M reactions from USPTO patents (1976-2016). Predict the product of the given reaction. (1) Given the reactants Cl.[CH:2]1([NH:8][C:9]2[C:14]([CH3:15])=[C:13]([CH3:16])[N:12]=[C:11]([NH:17][CH2:18][C:19]3[CH:24]=CC=[CH:21][N:20]=3)[N:10]=2)[CH2:7][CH2:6][CH2:5][CH2:4][CH2:3]1.[CH3:25][N:26]1C=C(CN)N=C1, predict the reaction product. The product is: [CH:2]1([NH:8][C:9]2[C:14]([CH3:15])=[C:13]([CH3:16])[N:12]=[C:11]([NH:17][CH2:18][C:19]3[N:20]=[CH:21][N:26]([CH3:25])[CH:24]=3)[N:10]=2)[CH2:3][CH2:4][CH2:5][CH2:6][CH2:7]1. (2) Given the reactants [CH3:1][O:2][C:3]1[CH:8]=[CH:7][CH:6]=[CH:5][C:4]=1[C:9]([CH3:20])([CH3:19])[CH2:10][C:11]([OH:18])([C:14]([F:17])([F:16])[F:15])[CH:12]=O.[NH2:21][C:22]1[CH:31]=[CH:30][CH:29]=[C:28]2[C:23]=1[CH:24]=[CH:25][C:26](=[O:32])[NH:27]2.B(Br)(Br)Br, predict the reaction product. The product is: [CH3:19][C:9]1([CH3:20])[C:4]2[C:5](=[CH:6][CH:7]=[CH:8][C:3]=2[O:2][CH3:1])[CH:12]([NH:21][C:22]2[CH:31]=[CH:30][CH:29]=[C:28]3[C:23]=2[CH:24]=[CH:25][C:26](=[O:32])[NH:27]3)[C:11]([OH:18])([C:14]([F:15])([F:17])[F:16])[CH2:10]1.[OH:18][C:11]1([C:14]([F:15])([F:16])[F:17])[CH2:10][C:9]([CH3:19])([CH3:20])[C:4]2[C:5](=[CH:6][CH:7]=[CH:8][C:3]=2[OH:2])[CH:12]1[NH:21][C:22]1[CH:31]=[CH:30][CH:29]=[C:28]2[C:23]=1[CH:24]=[CH:25][C:26](=[O:32])[NH:27]2. (3) The product is: [F:5][C:6]1[CH:16]=[C:15]([F:17])[C:14]([N+:1]([O-:4])=[O:2])=[CH:13][C:7]=1[C:8]([O:10][CH2:11][CH3:12])=[O:9]. Given the reactants [N+:1]([O-:4])(O)=[O:2].[F:5][C:6]1[CH:16]=[C:15]([F:17])[CH:14]=[CH:13][C:7]=1[C:8]([O:10][CH2:11][CH3:12])=[O:9].OS(O)(=O)=O, predict the reaction product.